Predict the product of the given reaction. From a dataset of Forward reaction prediction with 1.9M reactions from USPTO patents (1976-2016). Given the reactants [NH:1]1[CH2:6][CH2:5][CH2:4][CH:3]([CH2:7][NH:8][C:9]([C:11]2[C:15]3[N:16]=[CH:17][N:18]=[C:19]([C:20]4[C:28]5[O:27][CH2:26][O:25][C:24]=5[CH:23]=[CH:22][C:21]=4[O:29][CH2:30][CH:31]4[CH2:33][CH2:32]4)[C:14]=3[NH:13][CH:12]=2)=[O:10])[CH2:2]1.[CH3:34][O:35][CH2:36][C:37](Cl)=[O:38], predict the reaction product. The product is: [CH3:34][O:35][CH2:36][C:37]([N:1]1[CH2:6][CH2:5][CH2:4][CH:3]([CH2:7][NH:8][C:9]([C:11]2[C:15]3[N:16]=[CH:17][N:18]=[C:19]([C:20]4[C:28]5[O:27][CH2:26][O:25][C:24]=5[CH:23]=[CH:22][C:21]=4[O:29][CH2:30][CH:31]4[CH2:33][CH2:32]4)[C:14]=3[NH:13][CH:12]=2)=[O:10])[CH2:2]1)=[O:38].